Dataset: Full USPTO retrosynthesis dataset with 1.9M reactions from patents (1976-2016). Task: Predict the reactants needed to synthesize the given product. (1) Given the product [CH2:19]([C:11]1[CH:12]=[CH:13][CH:14]=[CH:15][C:10]=1[N+:7]([O-:9])=[O:8])[C:20]1[CH:25]=[CH:24][CH:23]=[CH:22][CH:21]=1, predict the reactants needed to synthesize it. The reactants are: C([O-])([O-])=O.[K+].[K+].[N+:7]([C:10]1[CH:15]=[CH:14][CH:13]=[CH:12][C:11]=1B(O)O)([O-:9])=[O:8].[CH2:19](Br)[C:20]1[CH:25]=[CH:24][CH:23]=[CH:22][CH:21]=1. (2) The reactants are: Br[C:2]1[CH:7]=[CH:6][C:5]([CH3:8])=[CH:4][C:3]=1[CH3:9].[Li]CCCC.[O:15]1[CH2:20][CH2:19][C:18](=[O:21])[CH2:17][CH2:16]1.[NH4+].[Cl-]. Given the product [CH3:9][C:3]1[CH:4]=[C:5]([CH3:8])[CH:6]=[CH:7][C:2]=1[C:18]1([OH:21])[CH2:19][CH2:20][O:15][CH2:16][CH2:17]1, predict the reactants needed to synthesize it.